This data is from Reaction yield outcomes from USPTO patents with 853,638 reactions. The task is: Predict the reaction yield, written as a fraction of the theoretical maximum amount of product (1.0 means a 100% yield; for example, 0.34 means a 34% yield). The reactants are [CH3:1][C:2]1[CH:3]=[C:4]([CH:8]=[CH:9][C:10]=1[C:11]([N:13]1[CH2:17][CH2:16][CH2:15][CH2:14]1)=[O:12])[C:5]([OH:7])=O.CN(C(ON1N=NC2C=CC=CC1=2)=[N+](C)C)C.[B-](F)(F)(F)F.C(N(C(C)C)CC)(C)C.[C:49]([O:53][C:54]([CH2:56][O:57][CH2:58][C@H:59]([NH2:70])[C:60]1[NH:64][C:63]2[CH:65]=[CH:66][C:67]([Cl:69])=[CH:68][C:62]=2[N:61]=1)=[O:55])([CH3:52])([CH3:51])[CH3:50].ClCl. The catalyst is O1CCCC1.ClCCl.CO. The product is [C:49]([O:53][C:54]([CH2:56][O:57][CH2:58][C@H:59]([NH:70][C:5](=[O:7])[C:4]1[CH:8]=[CH:9][C:10]([C:11]([N:13]2[CH2:17][CH2:16][CH2:15][CH2:14]2)=[O:12])=[C:2]([CH3:1])[CH:3]=1)[C:60]1[NH:64][C:63]2[CH:65]=[CH:66][C:67]([Cl:69])=[CH:68][C:62]=2[N:61]=1)=[O:55])([CH3:52])([CH3:50])[CH3:51]. The yield is 0.820.